From a dataset of Forward reaction prediction with 1.9M reactions from USPTO patents (1976-2016). Predict the product of the given reaction. (1) Given the reactants O.[OH-].[Li+].[C:4]1([C:10]2[N:15]=[CH:14][C:13]([C:16]3[S:17][CH:18]=[C:19]([C:21]([O:23]C(C)(C)C)=[O:22])[N:20]=3)=[CH:12][N:11]=2)[CH:9]=[CH:8][CH:7]=[CH:6][CH:5]=1, predict the reaction product. The product is: [C:4]1([C:10]2[N:15]=[CH:14][C:13]([C:16]3[S:17][CH:18]=[C:19]([C:21]([OH:23])=[O:22])[N:20]=3)=[CH:12][N:11]=2)[CH:5]=[CH:6][CH:7]=[CH:8][CH:9]=1. (2) Given the reactants [CH3:1][O:2][C:3](=[O:25])[C:4]([C:17]1[CH:22]=[CH:21][C:20]([Cl:23])=[C:19]([Cl:24])[CH:18]=1)=[N:5][NH:6]S(C1C=CC(C)=CC=1)(=O)=O.C(N(CC)CC)C, predict the reaction product. The product is: [CH3:1][O:2][C:3](=[O:25])[C:4](=[N+:5]=[N-:6])[C:17]1[CH:22]=[CH:21][C:20]([Cl:23])=[C:19]([Cl:24])[CH:18]=1.